This data is from Catalyst prediction with 721,799 reactions and 888 catalyst types from USPTO. The task is: Predict which catalyst facilitates the given reaction. (1) Reactant: [C:1]([O:5][C:6]([N:8]1[CH2:13][CH2:12][CH2:11][C@@H:10]([NH:14][C:15]2[CH:20]=[CH:19][CH:18]=[CH:17][C:16]=2[NH2:21])[CH2:9]1)=[O:7])([CH3:4])([CH3:3])[CH3:2].[CH2:22]([O:29][C:30]([NH:32][C@@H:33]([CH3:37])[C:34](O)=O)=[O:31])[C:23]1[CH:28]=[CH:27][CH:26]=[CH:25][CH:24]=1.C1C=NC2N(O)N=NC=2C=1.Cl.CN(C)CCCN=C=NCC.CN1CCOCC1. Product: [C:1]([O:5][C:6]([N:8]1[CH2:13][CH2:12][CH2:11][C@@H:10]([N:14]2[C:15]3[CH:20]=[CH:19][CH:18]=[CH:17][C:16]=3[N:21]=[C:37]2[C@@H:33]([NH:32][C:30]([O:29][CH2:22][C:23]2[CH:24]=[CH:25][CH:26]=[CH:27][CH:28]=2)=[O:31])[CH3:34])[CH2:9]1)=[O:7])([CH3:4])([CH3:2])[CH3:3]. The catalyst class is: 2. (2) Reactant: P(Br)(Br)([Br:3])=O.[CH:6]1([CH2:9][N:10]2[CH:15]=[CH:14][C:13](O)=[C:12]([C:17]([F:20])([F:19])[F:18])[C:11]2=[O:21])[CH2:8][CH2:7]1. Product: [Br:3][C:13]1[CH:14]=[CH:15][N:10]([CH2:9][CH:6]2[CH2:8][CH2:7]2)[C:11](=[O:21])[C:12]=1[C:17]([F:20])([F:19])[F:18]. The catalyst class is: 3. (3) Reactant: [OH-].[K+].[C:3]([O:7][C:8]([N:10]1[C@@H:14]([CH2:15][C:16]2[CH:21]=[CH:20][C:19]([OH:22])=[CH:18][CH:17]=2)[CH2:13][O:12][C:11]1([CH3:24])[CH3:23])=[O:9])([CH3:6])([CH3:5])[CH3:4].Cl[C:26]1[N:31]2[CH:32]=[CH:33][N:34]=[C:30]2[CH:29]=[CH:28][CH:27]=1. Product: [C:3]([O:7][C:8]([N:10]1[CH:14]([CH2:15][C:16]2[CH:17]=[CH:18][C:19]([O:22][C:26]3[N:31]4[CH:32]=[CH:33][N:34]=[C:30]4[CH:29]=[CH:28][CH:27]=3)=[CH:20][CH:21]=2)[CH2:13][O:12][C:11]1([CH3:24])[CH3:23])=[O:9])([CH3:6])([CH3:4])[CH3:5]. The catalyst class is: 16. (4) Reactant: [F:1][C:2]1[CH:29]=[CH:28][C:5]([CH2:6][C:7]2[N:11]([CH2:12][C:13]([N:15]3[CH2:20][CH2:19][CH:18]([NH2:21])[CH2:17][CH2:16]3)=[O:14])[N:10]=[C:9]([C:22]3[CH:27]=[CH:26][N:25]=[CH:24][CH:23]=3)[CH:8]=2)=[CH:4][CH:3]=1.[CH2:30](N(CC)CC)C.[S:37](Cl)(Cl)(=[O:39])=[O:38]. Product: [F:1][C:2]1[CH:3]=[CH:4][C:5]([CH2:6][C:7]2[N:11]([CH2:12][C:13]([N:15]3[CH2:16][CH2:17][CH:18]([NH:21][S:37]([CH3:30])(=[O:39])=[O:38])[CH2:19][CH2:20]3)=[O:14])[N:10]=[C:9]([C:22]3[CH:23]=[CH:24][N:25]=[CH:26][CH:27]=3)[CH:8]=2)=[CH:28][CH:29]=1. The catalyst class is: 61. (5) Reactant: [C:1]([O:5][C:6]([N:8]1[CH2:13][CH2:12][CH:11]([C:14]2[CH:19]=[CH:18][C:17]([NH2:20])=[C:16]([C:21]3[CH2:22][CH2:23][S:24][CH2:25][CH:26]=3)[CH:15]=2)[CH2:10][CH2:9]1)=[O:7])([CH3:4])([CH3:3])[CH3:2].[K+].[C:28]([C:30]1[N:31]=[C:32]([C:43]([O-])=[O:44])[N:33]([CH2:35][O:36][CH2:37][CH2:38][Si:39]([CH3:42])([CH3:41])[CH3:40])[CH:34]=1)#[N:29].C1CN([P+](Br)(N2CCCC2)N2CCCC2)CC1.F[P-](F)(F)(F)(F)F.CCN(C(C)C)C(C)C. Product: [C:1]([O:5][C:6]([N:8]1[CH2:9][CH2:10][CH:11]([C:14]2[CH:19]=[CH:18][C:17]([NH:20][C:43]([C:32]3[N:33]([CH2:35][O:36][CH2:37][CH2:38][Si:39]([CH3:42])([CH3:41])[CH3:40])[CH:34]=[C:30]([C:28]#[N:29])[N:31]=3)=[O:44])=[C:16]([C:21]3[CH2:26][CH2:25][S:24][CH2:23][CH:22]=3)[CH:15]=2)[CH2:12][CH2:13]1)=[O:7])([CH3:4])([CH3:2])[CH3:3]. The catalyst class is: 31. (6) Reactant: FC(F)(F)C(O)=O.[CH2:8]([N:10]1[CH:14]=[CH:13][C:12]([CH2:15][N:16]2[C:21]3[CH:22]=[C:23]([C:25]4[CH:30]=[CH:29][CH:28]=[CH:27][CH:26]=4)[S:24][C:20]=3[C:19](=[O:31])[N:18]([CH:32]3[CH2:37][CH2:36][NH:35][CH2:34][CH2:33]3)[C:17]2=[O:38])=[N:11]1)[CH3:9].[CH2:39]([O:41][C:42]1[C:51]([O:52][CH3:53])=[CH:50][C:49]2[C:48]([C:54]3[CH:62]=[CH:61][C:57]([C:58](O)=[O:59])=[CH:56][CH:55]=3)=[N:47][C@@H:46]3[CH2:63][CH2:64][S:65][CH2:66][C@@H:45]3[C:44]=2[CH:43]=1)[CH3:40].CCN=C=NCCCN(C)C.C1C=C2N=NN(O)C2=CC=1.O.S([O-])(O)(=O)=O.[K+]. Product: [CH2:39]([O:41][C:42]1[C:51]([O:52][CH3:53])=[CH:50][C:49]2[C:48]([C:54]3[CH:55]=[CH:56][C:57]([C:58]([N:35]4[CH2:34][CH2:33][CH:32]([N:18]5[C:19](=[O:31])[C:20]6[S:24][C:23]([C:25]7[CH:30]=[CH:29][CH:28]=[CH:27][CH:26]=7)=[CH:22][C:21]=6[N:16]([CH2:15][C:12]6[CH:13]=[CH:14][N:10]([CH2:8][CH3:9])[N:11]=6)[C:17]5=[O:38])[CH2:37][CH2:36]4)=[O:59])=[CH:61][CH:62]=3)=[N:47][C@@H:46]3[CH2:63][CH2:64][S:65][CH2:66][C@@H:45]3[C:44]=2[CH:43]=1)[CH3:40]. The catalyst class is: 2. (7) Reactant: C(OC([NH:11]/[C:12](=[CH:17]\[C:18]1[C:19]([Cl:25])=[N:20][CH:21]=[CH:22][C:23]=1I)/[C:13]([O:15][CH3:16])=[O:14])=O)C1C=CC=CC=1.C([O-])([O-])=O.[K+].[K+].N1CCC[C@H]1C(O)=O. Product: [Cl:25][C:19]1[C:18]2[CH:17]=[C:12]([C:13]([O:15][CH3:16])=[O:14])[NH:11][C:23]=2[CH:22]=[CH:21][N:20]=1. The catalyst class is: 185. (8) Reactant: [Br:1][C:2]1[CH:7]=[CH:6][CH:5]=[C:4]([CH2:8]O)[N:3]=1.P(Br)(Br)[Br:11]. Product: [Br:1][C:2]1[CH:7]=[CH:6][CH:5]=[C:4]([CH2:8][Br:11])[N:3]=1. The catalyst class is: 2. (9) Reactant: [NH2:1][C@H:2]([C:4]1[N:9]([C:10]2[CH:15]=[CH:14][CH:13]=[CH:12][CH:11]=2)[C:8](=[O:16])[C:7]2=[C:17]([CH3:20])[CH:18]=[CH:19][N:6]2[N:5]=1)[CH3:3].[NH2:21][C:22]1[C:27]([C:28]([NH:30][C:31]2[CH:36]=[CH:35][C:34]([S:37](=[O:41])(=[O:40])[NH:38][CH3:39])=[CH:33][CH:32]=2)=[O:29])=[C:26](Cl)[N:25]=[CH:24][N:23]=1.CCN(C(C)C)C(C)C.[F-].[Cs+]. Product: [NH2:21][C:22]1[C:27]([C:28]([NH:30][C:31]2[CH:32]=[CH:33][C:34]([S:37](=[O:41])(=[O:40])[NH:38][CH3:39])=[CH:35][CH:36]=2)=[O:29])=[C:26]([NH:1][C@H:2]([C:4]2[N:9]([C:10]3[CH:15]=[CH:14][CH:13]=[CH:12][CH:11]=3)[C:8](=[O:16])[C:7]3=[C:17]([CH3:20])[CH:18]=[CH:19][N:6]3[N:5]=2)[CH3:3])[N:25]=[CH:24][N:23]=1. The catalyst class is: 107. (10) Product: [OH:8][C:9]1[CH:10]=[C:11]([CH:15]([O:19][CH3:20])[C:16]([OH:18])=[O:17])[CH:12]=[CH:13][CH:14]=1. The catalyst class is: 256. Reactant: C([O:8][C:9]1[CH:10]=[C:11]([CH:15]([O:19][CH3:20])[C:16]([OH:18])=[O:17])[CH:12]=[CH:13][CH:14]=1)C1C=CC=CC=1.